This data is from Catalyst prediction with 721,799 reactions and 888 catalyst types from USPTO. The task is: Predict which catalyst facilitates the given reaction. (1) Reactant: [C:1]([O:4][CH:5]=[CH2:6])(=O)[CH3:2].O1C=[CH:11][CH:10]=[CH:9]C1O.C(Cl)(Cl)Cl.[C:18](=O)([O-])[O-:19]. Product: [O:4]1[CH2:5][CH2:6][C@H:18]([OH:19])[C@@H:2]2[CH2:9][CH2:10][CH2:11][C@H:1]12. The catalyst class is: 116. (2) Reactant: [F:1][C:2]1[CH:9]=[C:8]([OH:10])[C:7]([O:11][CH3:12])=[CH:6][C:3]=1[CH:4]=[O:5].C([O-])([O-])=O.[Cs+].[Cs+].Br[CH2:20][CH2:21][O:22][CH3:23]. Product: [F:1][C:2]1[CH:9]=[C:8]([O:10][CH2:20][CH2:21][O:22][CH3:23])[C:7]([O:11][CH3:12])=[CH:6][C:3]=1[CH:4]=[O:5]. The catalyst class is: 3. (3) Reactant: Br[C:2]1[CH:3]=[CH:4][C:5]([N+:8]([O-:10])=[O:9])=[N:6][CH:7]=1.C([O-])([O-])=O.[Cs+].[Cs+].[C:17]([NH:20][C:21]1[CH:26]=[CH:25][C:24]([OH:27])=[CH:23][CH:22]=1)(=[O:19])[CH3:18]. Product: [C:17]([NH:20][C:21]1[CH:26]=[CH:25][C:24]([O:27][C:2]2[CH:3]=[CH:4][C:5]([N+:8]([O-:10])=[O:9])=[N:6][CH:7]=2)=[CH:23][CH:22]=1)(=[O:19])[CH3:18]. The catalyst class is: 3. (4) Product: [F:9][C:7]1[CH:8]=[C:3]([CH:1]2[CH2:2][CH:26]2[C:27]([O:29][CH2:30][CH3:31])=[O:28])[CH:4]=[C:5]([F:17])[C:6]=1[C:10]([CH3:15])([CH3:16])[C:11]([F:12])([F:13])[F:14]. Reactant: [CH:1]([C:3]1[CH:4]=[C:5]([F:17])[C:6]([C:10]([CH3:16])([CH3:15])[C:11]([F:14])([F:13])[F:12])=[C:7]([F:9])[CH:8]=1)=[CH2:2].CN1C=CN=C1.[N+](=[CH:26][C:27]([O:29][CH2:30][CH3:31])=[O:28])=[N-]. The catalyst class is: 11. (5) Reactant: [C:1]([NH:4][CH2:5][C@@H:6]1[O:10][C:9](=[O:11])[N:8]([C:12]2[CH:62]=[CH:61][C:15]([O:16][CH2:17][C:18]3([O:42][P:43]([O:53]CC4C=CC=CC=4)([O:45]CC4C=CC=CC=4)=[O:44])[CH2:23][CH2:22][N:21]([C:24]4[CH:33]=[C:32]5[C:27]([C:28](=[O:40])[C:29]([C:37]([OH:39])=[O:38])=[CH:30][N:31]5[CH:34]5[CH2:36][CH2:35]5)=[CH:26][C:25]=4[F:41])[CH2:20][CH2:19]3)=[C:14]([F:63])[CH:13]=2)[CH2:7]1)(=[O:3])[CH3:2].Br.O. Product: [C:1]([NH:4][CH2:5][C@@H:6]1[O:10][C:9](=[O:11])[N:8]([C:12]2[CH:62]=[CH:61][C:15]([O:16][CH2:17][C:18]3([O:42][P:43]([OH:53])([OH:45])=[O:44])[CH2:23][CH2:22][N:21]([C:24]4[CH:33]=[C:32]5[C:27]([C:28](=[O:40])[C:29]([C:37]([OH:39])=[O:38])=[CH:30][N:31]5[CH:34]5[CH2:35][CH2:36]5)=[CH:26][C:25]=4[F:41])[CH2:20][CH2:19]3)=[C:14]([F:63])[CH:13]=2)[CH2:7]1)(=[O:3])[CH3:2]. The catalyst class is: 477. (6) Reactant: Br[C:2]1[CH:3]=[C:4]2[C:9](=[CH:10][CH:11]=1)[N:8]([C:12]1[C:16]3[CH2:17][N:18]([C:21](=[O:23])[CH3:22])[CH2:19][CH2:20][C:15]=3[N:14]([C@H:24]3[CH2:28][CH2:27][O:26][CH2:25]3)[N:13]=1)[CH2:7][CH:6](O[Si](C(C)(C)C)(C)C)[CH2:5]2.[CH3:37][O:38]C1C=C2C(CCCN2)=CC=1.C(O[Na])(C)(C)C.COC(C)(C)C.C1(P(C2CCCCC2)C2C=CC=CC=2C2C(OC(C)C)=CC=CC=2OC(C)C)CCCCC1. Product: [CH3:37][O:38][C:11]1[CH:10]=[C:9]2[C:4]([CH2:5][CH2:6][CH2:7][N:8]2[C:12]2[C:16]3[CH2:17][N:18]([C:21](=[O:23])[CH3:22])[CH2:19][CH2:20][C:15]=3[N:14]([C@H:24]3[CH2:28][CH2:27][O:26][CH2:25]3)[N:13]=2)=[CH:3][CH:2]=1. The catalyst class is: 11. (7) Reactant: [Cl-].[CH3:2][O:3][CH2:4][P+](C1C=CC=CC=1)(C1C=CC=CC=1)C1C=CC=CC=1.C1([Li])C=CC=CC=1.[Cl:31][C:32]1[CH:37]=[CH:36][N:35]=[C:34]([C:38]([CH:40]2[CH2:42][CH2:41]2)=O)[C:33]=1[O:43][CH:44]([F:46])[F:45]. Product: [Cl:31][C:32]1[CH:37]=[CH:36][N:35]=[C:34]([C:38]([CH:40]2[CH2:42][CH2:41]2)=[CH:2][O:3][CH3:4])[C:33]=1[O:43][CH:44]([F:46])[F:45]. The catalyst class is: 28. (8) Reactant: [CH2:1]([O:8][C:9]([NH:11][CH:12]([C:16]#[N:17])[C:13]([OH:15])=[O:14])=[O:10])[C:2]1[CH:7]=[CH:6][CH:5]=[CH:4][CH:3]=1.[C:18](O)([CH3:21])([CH3:20])[CH3:19].FC(F)(F)C(OC(=O)C(F)(F)F)=O.[OH-].[Na+]. The catalyst class is: 11. Product: [CH2:1]([O:8][C:9]([NH:11][CH:12]([C:16]#[N:17])[C:13]([O:15][C:18]([CH3:21])([CH3:20])[CH3:19])=[O:14])=[O:10])[C:2]1[CH:3]=[CH:4][CH:5]=[CH:6][CH:7]=1. (9) Reactant: [C:1](=O)([O-])[O-].[Na+].[Na+].[CH2:7]([CH2:10]OC)OC.Br[C:14]1[CH:15]=[CH:16][C:17]2[N:18]([N:20]=[C:21]([C:34]3[CH:39]=[CH:38][CH:37]=[CH:36][CH:35]=3)[C:22]=2[CH2:23][C:24]2[N:29]=[C:28]([C:30]([O:32][CH3:33])=[O:31])[CH:27]=[CH:26][CH:25]=2)[CH:19]=1. Product: [C:34]1([C:21]2[C:22]([CH2:23][C:24]3[N:29]=[C:28]([C:30]([O:32][CH3:33])=[O:31])[CH:27]=[CH:26][CH:25]=3)=[C:17]3[CH:16]=[CH:15][C:14]([C:7]([CH3:10])=[CH2:1])=[CH:19][N:18]3[N:20]=2)[CH:35]=[CH:36][CH:37]=[CH:38][CH:39]=1. The catalyst class is: 189. (10) Reactant: [CH2:1]([N:3]([C@H:14]1[CH2:19][CH2:18][C@H:17]([C:20]([O:29][Si](CC)(CC)CC)([C:25]([F:28])([F:27])[F:26])[C:21]([F:24])([F:23])[F:22])[CH2:16][CH2:15]1)[S:4]([C:7]1[N:8]=[C:9]([CH3:13])[N:10]([CH3:12])[CH:11]=1)(=[O:6])=[O:5])[CH3:2].CCCC[N+](CCCC)(CCCC)CCCC.[F-]. Product: [CH2:1]([N:3]([C@H:14]1[CH2:15][CH2:16][C@H:17]([C:20]([OH:29])([C:25]([F:28])([F:26])[F:27])[C:21]([F:23])([F:24])[F:22])[CH2:18][CH2:19]1)[S:4]([C:7]1[N:8]=[C:9]([CH3:13])[N:10]([CH3:12])[CH:11]=1)(=[O:6])=[O:5])[CH3:2]. The catalyst class is: 1.